From a dataset of Full USPTO retrosynthesis dataset with 1.9M reactions from patents (1976-2016). Predict the reactants needed to synthesize the given product. Given the product [CH3:24][CH:23]([N:12]([CH2:11][C:9]1[N:10]=[C:6]2[CH:5]=[CH:4][CH:3]=[C:2]([N:30]3[CH2:31][CH2:32][N:27]([CH3:26])[CH2:28][CH2:29]3)[N:7]2[CH:8]=1)[CH:13]1[C:22]2[N:21]=[CH:20][CH:19]=[CH:18][C:17]=2[CH2:16][CH2:15][CH2:14]1)[CH3:25], predict the reactants needed to synthesize it. The reactants are: F[C:2]1[N:7]2[CH:8]=[C:9]([CH2:11][N:12]([CH:23]([CH3:25])[CH3:24])[CH:13]3[C:22]4[N:21]=[CH:20][CH:19]=[CH:18][C:17]=4[CH2:16][CH2:15][CH2:14]3)[N:10]=[C:6]2[CH:5]=[CH:4][CH:3]=1.[CH3:26][N:27]1[CH2:32][CH2:31][NH:30][CH2:29][CH2:28]1.